From a dataset of Full USPTO retrosynthesis dataset with 1.9M reactions from patents (1976-2016). Predict the reactants needed to synthesize the given product. (1) Given the product [N:8]1[CH:7]=[C:6]([C:4]([NH2:12])=[O:3])[CH:11]=[N:10][CH:9]=1, predict the reactants needed to synthesize it. The reactants are: C([O:3][C:4]([C:6]1[CH:7]=[N:8][CH:9]=[N:10][CH:11]=1)=O)C.[NH4+:12].[OH-]. (2) Given the product [Br:19][CH2:13][C:12]([C:3]1[C:2]([F:1])=[C:7]([F:8])[C:6]([N:15]=[N+:16]=[N-:17])=[C:5]([F:10])[C:4]=1[F:11])=[O:14], predict the reactants needed to synthesize it. The reactants are: [F:1][C:2]1[C:7]([F:8])=[C:6](F)[C:5]([F:10])=[C:4]([F:11])[C:3]=1[C:12](=[O:14])[CH3:13].[N-:15]=[N+:16]=[N-:17].[Na+].[Br-:19]. (3) Given the product [Cl:49][C:50]1[CH:65]=[CH:64][C:53]2[NH:54][C:55]([C@@H:57]([NH:63][C:5](=[O:7])[C:4]3[CH:8]=[CH:9][C:10]([C:11]([N:13]4[CH2:17][CH2:16][CH2:15][CH2:14]4)=[O:12])=[C:2]([CH3:1])[CH:3]=3)[CH2:58][C:59]([O:61][CH3:62])=[O:60])=[N:56][C:52]=2[CH:51]=1, predict the reactants needed to synthesize it. The reactants are: [CH3:1][C:2]1[CH:3]=[C:4]([CH:8]=[CH:9][C:10]=1[C:11]([N:13]1[CH2:17][CH2:16][CH2:15][CH2:14]1)=[O:12])[C:5]([OH:7])=O.CN(C(ON1N=NC2C=CC=CC1=2)=[N+](C)C)C.[B-](F)(F)(F)F.C(N(C(C)C)CC)(C)C.[Cl:49][C:50]1[CH:65]=[CH:64][C:53]2[NH:54][C:55]([C@@H:57]([NH2:63])[CH2:58][C:59]([O:61][CH3:62])=[O:60])=[N:56][C:52]=2[CH:51]=1.ClCl. (4) Given the product [F:1][C:2]1[C:3]([S:14]([CH3:17])(=[O:16])=[O:15])=[CH:4][C:5]([N+:11]([O-:13])=[O:12])=[C:6]([CH:10]=1)[C:7]([O:9][C:22]([CH3:25])([CH3:24])[CH3:23])=[O:8], predict the reactants needed to synthesize it. The reactants are: [F:1][C:2]1[C:3]([S:14]([CH3:17])(=[O:16])=[O:15])=[CH:4][C:5]([N+:11]([O-:13])=[O:12])=[C:6]([CH:10]=1)[C:7]([OH:9])=[O:8].C(O[C:22]([CH3:25])([CH3:24])[CH3:23])(=O)C.Cl(O)(=O)(=O)=O. (5) Given the product [F:1][C:2]1[C:3]([F:12])=[CH:4][C:5]2[S:9][C:8](=[N:10][C:19](=[O:20])[C:18]3[CH:22]=[CH:23][C:15]([C:14]([F:25])([F:24])[F:13])=[CH:16][CH:17]=3)[N:7]([CH:27]([CH2:32][CH3:33])[C:28]([OH:30])=[O:29])[C:6]=2[CH:11]=1, predict the reactants needed to synthesize it. The reactants are: [F:1][C:2]1[C:3]([F:12])=[CH:4][C:5]2[S:9][C:8]([NH2:10])=[N:7][C:6]=2[CH:11]=1.[F:13][C:14]([F:25])([F:24])[C:15]1[CH:23]=[CH:22][C:18]([C:19](Cl)=[O:20])=[CH:17][CH:16]=1.Br[CH:27]([CH2:32][CH3:33])[C:28]([O:30]C)=[O:29].COC1C=CC2N=C(N)SC=2C=1.ClC1C=C(C=CC=1)C(Cl)=O.BrCC(OCC)=O. (6) The reactants are: [Na+].[CH2:2]([N:4]([CH2:9][CH3:10])[CH2:5][C:6]([O-:8])=[O:7])[CH3:3].S(=O)(=O)(O)O. Given the product [CH2:2]([N:4]([CH2:9][CH3:10])[CH2:5][C:6]([OH:8])=[O:7])[CH3:3], predict the reactants needed to synthesize it. (7) Given the product [Br:19][C:13]1[CH:14]=[C:15]([F:18])[CH:16]=[CH:17][C:12]=1[CH2:11][CH2:5][C:4]([OH:20])=[O:3], predict the reactants needed to synthesize it. The reactants are: C([O:3][C:4](=[O:20])[CH:5]([CH2:11][C:12]1[CH:17]=[CH:16][C:15]([F:18])=[CH:14][C:13]=1[Br:19])C(OCC)=O)C.[OH-].[K+].